This data is from Forward reaction prediction with 1.9M reactions from USPTO patents (1976-2016). The task is: Predict the product of the given reaction. (1) Given the reactants N1C2C(=CC=C3C=2N=CC=C3)C=CC=1.C([O-])([O-])=O.[Cs+].[Cs+].I[C:22]1[CH:27]=[CH:26][C:25]([O:28][CH3:29])=[CH:24][CH:23]=1.[CH3:30][CH:31]([OH:34])[CH:32]=[CH2:33], predict the reaction product. The product is: [CH3:30][CH:31]([O:34][C:22]1[CH:27]=[CH:26][C:25]([O:28][CH3:29])=[CH:24][CH:23]=1)[CH:32]=[CH2:33]. (2) Given the reactants [CH3:1][C:2]1[N:3]=[CH:4][O:5][C:6]=1[C:7]([C:9]1[CH:14]=[CH:13][CH:12]=[CH:11][C:10]=1[CH:15]([CH3:18])[C:16]#[CH:17])=[O:8].C(N(CC)C(C)C)(C)C.[CH2:28]([O:30][C:31](=[O:35])[CH:32]=[CH:33]I)[CH3:29].CCCCCC, predict the reaction product. The product is: [CH2:28]([O:30][C:31](=[O:35])[CH:32]=[CH:33][C:17]#[C:16][CH:15]([C:10]1[CH:11]=[CH:12][CH:13]=[CH:14][C:9]=1[C:7]([C:6]1[O:5][CH:4]=[N:3][C:2]=1[CH3:1])=[O:8])[CH3:18])[CH3:29]. (3) Given the reactants Br[C:2]1[CH:3]=[C:4]([C:8]([NH:10][C:11](=[O:17])[O:12][C:13]([CH3:16])([CH3:15])[CH3:14])=[NH:9])[CH:5]=[CH:6][CH:7]=1.[CH3:18][C:19]1([CH3:35])[C:23]([CH3:25])([CH3:24])[O:22][B:21]([B:21]2[O:22][C:23]([CH3:25])([CH3:24])[C:19]([CH3:35])([CH3:18])[O:20]2)[O:20]1.C([O-])(=O)C.[K+].C(Cl)Cl, predict the reaction product. The product is: [NH:9]=[C:8]([NH:10][C:11](=[O:17])[O:12][C:13]([CH3:16])([CH3:15])[CH3:14])[C:4]1[CH:5]=[CH:6][CH:7]=[C:2]([B:21]2[O:22][C:23]([CH3:25])([CH3:24])[C:19]([CH3:35])([CH3:18])[O:20]2)[CH:3]=1. (4) Given the reactants [OH-].[K+].[CH3:3][N:4]1[CH:8]=[C:7]([C:9]2[CH:10]=[CH:11][C:12]3[N:13]([C:15]([SH:18])=[N:16][N:17]=3)[N:14]=2)[CH:6]=[N:5]1.Br[C:20]1[C:21]([N+:30]([O-:32])=[O:31])=[C:22]2[C:27](=[CH:28][CH:29]=1)[N:26]=[CH:25][CH:24]=[CH:23]2, predict the reaction product. The product is: [CH3:3][N:4]1[CH:8]=[C:7]([C:9]2[CH:10]=[CH:11][C:12]3[N:13]([C:15]([S:18][C:20]4[C:21]([N+:30]([O-:32])=[O:31])=[C:22]5[C:27](=[CH:28][CH:29]=4)[N:26]=[CH:25][CH:24]=[CH:23]5)=[N:16][N:17]=3)[N:14]=2)[CH:6]=[N:5]1. (5) Given the reactants [NH2:1][CH:2]([CH2:7][C:8]1[CH:13]=[CH:12][C:11]([O:14][CH3:15])=[C:10]([O:16][CH2:17][CH2:18][CH2:19][O:20][CH3:21])[CH:9]=1)[C:3]([CH3:6])([OH:5])[CH3:4].[CH:22](O)=[O:23], predict the reaction product. The product is: [OH:5][C:3]([CH3:4])([CH3:6])[CH:2]([NH:1][CH:22]=[O:23])[CH2:7][C:8]1[CH:13]=[CH:12][C:11]([O:14][CH3:15])=[C:10]([O:16][CH2:17][CH2:18][CH2:19][O:20][CH3:21])[CH:9]=1.